This data is from Reaction yield outcomes from USPTO patents with 853,638 reactions. The task is: Predict the reaction yield, written as a fraction of the theoretical maximum amount of product (1.0 means a 100% yield; for example, 0.34 means a 34% yield). (1) The reactants are [O:1]=[C:2]1[CH2:7][CH2:6][N:5]([C:8]([O:10][CH2:11][C:12]2[CH:17]=[CH:16][CH:15]=[CH:14][CH:13]=2)=[O:9])[CH2:4][CH2:3]1.C[Si]([N-][Si](C)(C)C)(C)C.[Li+].[F:28][C:29]([F:48])([F:47])[S:30](N(C1C=CC=CC=1)[S:30]([C:29]([F:48])([F:47])[F:28])(=[O:32])=[O:31])(=[O:32])=[O:31]. The catalyst is C1COCC1. The product is [F:28][C:29]([F:48])([F:47])[S:30]([O:1][C:2]1[CH2:3][CH2:4][N:5]([C:8]([O:10][CH2:11][C:12]2[CH:17]=[CH:16][CH:15]=[CH:14][CH:13]=2)=[O:9])[CH2:6][CH:7]=1)(=[O:32])=[O:31]. The yield is 0.810. (2) The reactants are [F:1][C:2]1[CH:3]=[C:4]([C:29]2[C:30]([C:35]#[N:36])=[CH:31][CH:32]=[CH:33][CH:34]=2)[CH:5]=[CH:6][C:7]=1[CH2:8][C:9]1[C:10](=[O:28])[N:11]([C@H:21]2[CH2:26][CH2:25][C@H:24]([OH:27])[CH2:23][CH2:22]2)[C:12]2[N:13]([N:18]=[CH:19][N:20]=2)[C:14]=1[CH2:15][CH2:16][CH3:17].Br[CH:38]([CH3:46])[C:39]([O:41][C:42]([CH3:45])([CH3:44])[CH3:43])=[O:40].C1(C)C=CC=CC=1.[OH-].[Na+]. The catalyst is S([O-])(O)(=O)=O.C([N+](CCCC)(CCCC)CCCC)CCC.O. The product is [C:35]([C:30]1[CH:31]=[CH:32][CH:33]=[CH:34][C:29]=1[C:4]1[CH:5]=[CH:6][C:7]([CH2:8][C:9]2[C:10](=[O:28])[N:11]([C@H:21]3[CH2:26][CH2:25][C@H:24]([O:27][CH:38]([CH3:46])[C:39]([O:41][C:42]([CH3:45])([CH3:44])[CH3:43])=[O:40])[CH2:23][CH2:22]3)[C:12]3[N:13]([N:18]=[CH:19][N:20]=3)[C:14]=2[CH2:15][CH2:16][CH3:17])=[C:2]([F:1])[CH:3]=1)#[N:36]. The yield is 0.960. (3) The reactants are FC(F)(F)S(O[C:7]1[CH:15]=[CH:14][CH:13]=[C:12]2[C:8]=1[C:9]1[CH:19]=[C:18]([Cl:20])[CH:17]=[N:16][C:10]=1[NH:11]2)(=O)=O.[N:23]1[CH:28]=[CH:27][CH:26]=[C:25](B(O)O)[CH:24]=1.C(=O)([O-])[O-].[Na+].[Na+].Cl. The catalyst is C(O)C.O.C1(C)C=CC=CC=1. The product is [Cl:20][C:18]1[CH:17]=[N:16][C:10]2[NH:11][C:12]3[C:8]([C:9]=2[CH:19]=1)=[C:7]([C:25]1[CH:24]=[N:23][CH:28]=[CH:27][CH:26]=1)[CH:15]=[CH:14][CH:13]=3. The yield is 0.790. (4) The reactants are [F:1][C@@H:2]1[CH2:19][C@@:18]2([CH3:20])[C:5]([C:6](=[O:22])[CH2:7][C@@H:8]3[C@@H:17]2[CH2:16][CH2:15][C@@:13]2([CH3:14])[C@H:9]3[CH2:10][CH2:11][C@@H:12]2[OH:21])=[CH:4][C:3]1=[O:23].[Na+].[I-].Cl.C([O-])(O)=O.[Na+]. The catalyst is CC(C)=O.CCOCC. The product is [F:1][C@@H:2]1[CH2:19][C@@:18]2([CH3:20])[CH:5]([C:6](=[O:22])[CH2:7][C@@H:8]3[C@@H:17]2[CH2:16][CH2:15][C@@:13]2([CH3:14])[C@H:9]3[CH2:10][CH2:11][C@@H:12]2[OH:21])[CH2:4][C:3]1=[O:23]. The yield is 0.720. (5) The reactants are C[O:2][C:3](=[O:42])[C:4]1[CH:9]=[CH:8][C:7]([O:10][CH2:11][CH2:12][CH2:13][O:14]/[N:15]=[CH:16]/[C:17]2[CH:22]=[CH:21][C:20]([C:23]([CH3:26])([CH3:25])[CH3:24])=[CH:19][CH:18]=2)=[CH:6][C:5]=1[NH:27][C:28]([C:30]1[CH:35]=[CH:34][C:33]([C:36]2[CH:41]=[CH:40][CH:39]=[CH:38][CH:37]=2)=[CH:32][CH:31]=1)=[O:29].[OH-].[K+]. The catalyst is C1COCC1.CO. The product is [C:33]1([C:36]2[CH:41]=[CH:40][CH:39]=[CH:38][CH:37]=2)[CH:34]=[CH:35][C:30]([C:28]([NH:27][C:5]2[CH:6]=[C:7]([O:10][CH2:11][CH2:12][CH2:13][O:14]/[N:15]=[CH:16]/[C:17]3[CH:18]=[CH:19][C:20]([C:23]([CH3:26])([CH3:24])[CH3:25])=[CH:21][CH:22]=3)[CH:8]=[CH:9][C:4]=2[C:3]([OH:42])=[O:2])=[O:29])=[CH:31][CH:32]=1. The yield is 0.640. (6) The reactants are [C:1]([NH:4][C:5]1[CH:13]=[CH:12][CH:11]=[C:10]2[C:6]=1[C:7](=[O:33])[N:8]([CH:15]([C:20]1[CH:25]=[CH:24][C:23]([O:26][CH:27]([F:29])[F:28])=[C:22]([O:30][CH2:31][CH3:32])[CH:21]=1)[CH2:16][C:17](O)=[O:18])[C:9]2=[O:14])(=[O:3])[CH3:2].C1N=CN(C(N2C=NC=C2)=O)C=1.Cl.[NH2:47][OH:48]. The catalyst is C1COCC1. The product is [C:1]([NH:4][C:5]1[CH:13]=[CH:12][CH:11]=[C:10]2[C:6]=1[C:7](=[O:33])[N:8]([CH:15]([C:20]1[CH:25]=[CH:24][C:23]([O:26][CH:27]([F:28])[F:29])=[C:22]([O:30][CH2:31][CH3:32])[CH:21]=1)[CH2:16][C:17]([NH:47][OH:48])=[O:18])[C:9]2=[O:14])(=[O:3])[CH3:2]. The yield is 0.500. (7) The reactants are Br[C:2]1[CH:9]=[CH:8][C:5]([CH:6]=[O:7])=[C:4]([F:10])[CH:3]=1.[C:11]([O:15][CH3:16])(=[O:14])[CH:12]=[CH2:13].C1(C)C=CC=CC=1P(C1C=CC=CC=1C)C1C=CC=CC=1C.C(N(CC)CC)C. The catalyst is C([O-])(=O)C.[Pd+2].C([O-])(=O)C.O.CC(N(C)C)=O. The product is [F:10][C:4]1[CH:3]=[C:2](/[CH:13]=[CH:12]/[C:11]([O:15][CH3:16])=[O:14])[CH:9]=[CH:8][C:5]=1[CH:6]=[O:7]. The yield is 0.710. (8) The reactants are [CH2:1]([N:3]1[C:12]2[CH:11]=[CH:10][C:9](/[CH:13]=[CH:14]/[CH2:15][OH:16])=[CH:8][C:7]=2[C:6]2=[N:17][N:18]([CH:21]3[CH2:26][CH2:25][CH2:24][CH2:23][O:22]3)[C:19]([CH3:20])=[C:5]2[C:4]1=[O:27])[CH3:2].CC(OI1(OC(C)=O)(OC(C)=O)OC(=O)C2C=CC=CC1=2)=O.S([O-])([O-])(=O)=S.[Na+].[Na+]. The catalyst is C(Cl)Cl. The product is [CH2:1]([N:3]1[C:12]2[CH:11]=[CH:10][C:9](/[CH:13]=[CH:14]/[CH:15]=[O:16])=[CH:8][C:7]=2[C:6]2=[N:17][N:18]([CH:21]3[CH2:26][CH2:25][CH2:24][CH2:23][O:22]3)[C:19]([CH3:20])=[C:5]2[C:4]1=[O:27])[CH3:2]. The yield is 0.740. (9) The reactants are [F:1][C:2]1[CH:10]=[CH:9][C:5]([C:6](Cl)=[O:7])=[CH:4][CH:3]=1.[NH:11]1[C:19]2[C:14](=[CH:15][CH:16]=[C:17]([C:20]([O:22][CH3:23])=[O:21])[CH:18]=2)[CH:13]=[CH:12]1.[Cl-].C([Al+]CC)C. The catalyst is ClCCCl. The product is [F:1][C:2]1[CH:10]=[CH:9][C:5]([C:6]([C:13]2[C:14]3[C:19](=[CH:18][C:17]([C:20]([O:22][CH3:23])=[O:21])=[CH:16][CH:15]=3)[NH:11][CH:12]=2)=[O:7])=[CH:4][CH:3]=1. The yield is 0.380.